This data is from Catalyst prediction with 721,799 reactions and 888 catalyst types from USPTO. The task is: Predict which catalyst facilitates the given reaction. (1) Reactant: [Cl-].C[Al+]C.[C:5]1([C:11]2([C:16]#[N:17])[CH2:15][CH2:14][CH2:13][CH2:12]2)[CH:10]=[CH:9][CH:8]=[CH:7][CH:6]=1.[C:18]([C:22]1[CH:29]=[CH:28][C:25]([CH2:26][NH2:27])=[CH:24][CH:23]=1)([CH3:21])([CH3:20])[CH3:19].C([C:32](CC)([C:36]([O-])=[O:37])[C:33]([O-])=[O:34])C.[Na].Cl. Product: [CH3:20][C:18]([C:22]1[CH:23]=[CH:24][C:25]([CH2:26][N:27]2[C:33](=[O:34])[CH:32]=[C:36]([OH:37])[N:17]=[C:16]2[C:11]2([C:5]3[CH:10]=[CH:9][CH:8]=[CH:7][CH:6]=3)[CH2:15][CH2:14][CH2:13][CH2:12]2)=[CH:28][CH:29]=1)([CH3:21])[CH3:19]. The catalyst class is: 93. (2) Reactant: C(O)(=O)C.Cl.O.O.[Sn](Cl)(Cl)(Cl)Cl.[F:13][C:14]1[CH:21]=[C:20]([N+:22]([O-])=O)[C:17]([C:18]#[N:19])=[C:16]([CH3:25])[CH:15]=1.[OH-].[Na+]. The catalyst class is: 5. Product: [NH2:22][C:20]1[CH:21]=[C:14]([F:13])[CH:15]=[C:16]([CH3:25])[C:17]=1[C:18]#[N:19]. (3) Reactant: Cl.CN.[C:4]([N:9]1[CH2:14][CH2:13][C:12](=O)[CH:11]([CH2:16][CH3:17])[CH2:10]1)([O:6][CH2:7][CH3:8])=[O:5].[OH-].[K+].[C:20]([BH3-])#[N:21].[Na+]. Product: [C:4]([N:9]1[CH2:14][CH2:13][CH:12]([NH:21][CH3:20])[CH:11]([CH2:16][CH3:17])[CH2:10]1)([O:6][CH2:7][CH3:8])=[O:5]. The catalyst class is: 5. (4) Reactant: [CH3:1][C:2]1[O:3][C:4]([C:8]([OH:10])=O)=[C:5]([CH3:7])[N:6]=1.O1CCCC1.C(Cl)(=O)C(Cl)=O.[NH2:22][C:23]1[CH:24]=[C:25]([CH:42]=[CH:43][CH:44]=1)[O:26][C:27]1[CH:28]=[CH:29][C:30]2[N:31]([N:33]=[C:34]([NH:36][C:37]([CH:39]3[CH2:41][CH2:40]3)=[O:38])[N:35]=2)[CH:32]=1. Product: [CH:39]1([C:37]([NH:36][C:34]2[N:35]=[C:30]3[CH:29]=[CH:28][C:27]([O:26][C:25]4[CH:24]=[C:23]([NH:22][C:8]([C:4]5[O:3][C:2]([CH3:1])=[N:6][C:5]=5[CH3:7])=[O:10])[CH:44]=[CH:43][CH:42]=4)=[CH:32][N:31]3[N:33]=2)=[O:38])[CH2:40][CH2:41]1. The catalyst class is: 402. (5) Reactant: Br[CH2:2][CH2:3][C:4]1[CH:9]=[CH:8][C:7]([Cl:10])=[CH:6][CH:5]=1.Cl.[Cl:12][C:13]1[CH:14]=[C:15]([NH:19]N)[CH:16]=[CH:17][CH:18]=1.[CH3:21][N:22]1[CH2:27][CH2:26][C:25](=O)[CH2:24][CH2:23]1. Product: [Cl:10][C:7]1[CH:8]=[CH:9][C:4]([CH2:3][CH2:2][N:19]2[C:15]3[CH:14]=[C:13]([Cl:12])[CH:18]=[CH:17][C:16]=3[C:24]3[CH2:23][N:22]([CH3:21])[CH2:27][CH2:26][C:25]2=3)=[CH:5][CH:6]=1. The catalyst class is: 66. (6) Reactant: [CH:1]1([C:7](=[O:22])[CH2:8][C:9]2[CH:14]=[CH:13][C:12]([O:15][CH:16]3[CH2:21][CH2:20][CH2:19][CH2:18][CH2:17]3)=[CH:11][CH:10]=2)[CH2:6][CH2:5][CH2:4][CH2:3][CH2:2]1.C(N(CC)CC)C.[C:30]([O:34][CH2:35][CH3:36])(=[O:33])[CH:31]=[O:32]. Product: [CH2:35]([O:34][C:30](=[O:33])[CH:31]([OH:32])[CH:8]([C:9]1[CH:10]=[CH:11][C:12]([O:15][CH:16]2[CH2:17][CH2:18][CH2:19][CH2:20][CH2:21]2)=[CH:13][CH:14]=1)[C:7]([CH:1]1[CH2:2][CH2:3][CH2:4][CH2:5][CH2:6]1)=[O:22])[CH3:36]. The catalyst class is: 1. (7) Reactant: [C:1]([O:5][C:6]([C:8]1[CH:13]=[CH:12][C:11]([C:14]2[C:15]([C:29]([O:31][CH2:32][CH3:33])=[O:30])=[N:16][N:17]([C:23]3[CH:28]=[CH:27][CH:26]=[CH:25][CH:24]=3)[C:18]=2[CH2:19][CH2:20][CH2:21][CH3:22])=[C:10]([C:34]([N:36]2[C@H:45]([CH2:46][O:47][Si](C(C)(C)C)(C)C)[CH2:44][C:43]3[C:38](=[CH:39][CH:40]=[CH:41][CH:42]=3)[CH2:37]2)=[O:35])[CH:9]=1)=[O:7])([CH3:4])([CH3:3])[CH3:2].CCCC[N+](CCCC)(CCCC)CCCC.[F-]. Product: [C:1]([O:5][C:6]([C:8]1[CH:13]=[CH:12][C:11]([C:14]2[C:15]([C:29]([O:31][CH2:32][CH3:33])=[O:30])=[N:16][N:17]([C:23]3[CH:28]=[CH:27][CH:26]=[CH:25][CH:24]=3)[C:18]=2[CH2:19][CH2:20][CH2:21][CH3:22])=[C:10]([C:34]([N:36]2[C@H:45]([CH2:46][OH:47])[CH2:44][C:43]3[C:38](=[CH:39][CH:40]=[CH:41][CH:42]=3)[CH2:37]2)=[O:35])[CH:9]=1)=[O:7])([CH3:2])([CH3:3])[CH3:4]. The catalyst class is: 49. (8) Reactant: C(#N)C.[SH:4][C:5]1[N:9]([CH3:10])[N:8]=[N:7][N:6]=1.[CH2:11]1[CH2:17][S:14](=[O:16])(=[O:15])[O:13][CH2:12]1. Product: [CH3:10][N:9]1[C:5]([S:4][CH2:12][CH2:11][CH2:17][S:14]([OH:16])(=[O:15])=[O:13])=[N:6][N:7]=[N:8]1. The catalyst class is: 22.